This data is from Reaction yield outcomes from USPTO patents with 853,638 reactions. The task is: Predict the reaction yield, written as a fraction of the theoretical maximum amount of product (1.0 means a 100% yield; for example, 0.34 means a 34% yield). (1) The reactants are [C:1]([O:5][C:6]([NH:8][C@H:9]([CH2:13][C:14]1[CH:19]=[CH:18][C:17]([C:20]([F:23])([F:22])[F:21])=[CH:16][CH:15]=1)[C:10]([OH:12])=[O:11])=[O:7])([CH3:4])([CH3:3])[CH3:2].[H-].[Na+].[CH3:26]I.O. The catalyst is C1COCC1. The product is [C:1]([O:5][C:6]([N:8]([CH3:26])[C@H:9]([CH2:13][C:14]1[CH:19]=[CH:18][C:17]([C:20]([F:21])([F:22])[F:23])=[CH:16][CH:15]=1)[C:10]([OH:12])=[O:11])=[O:7])([CH3:4])([CH3:2])[CH3:3]. The yield is 0.700. (2) The reactants are [CH3:1][O:2][NH:3][CH:4]([CH3:16])[CH2:5][CH2:6][C:7]1[C:12]([Cl:13])=[CH:11][C:10]([Cl:14])=[CH:9][C:8]=1[Cl:15].C(N(CC)CC)C.[F:24][CH:25]([F:35])[C:26]1[C:30]([C:31](Cl)=[O:32])=[CH:29][N:28]([CH3:34])[N:27]=1. The catalyst is ClCCl.O. The product is [CH3:1][O:2][N:3]([CH:4]([CH3:16])[CH2:5][CH2:6][C:7]1[C:8]([Cl:15])=[CH:9][C:10]([Cl:14])=[CH:11][C:12]=1[Cl:13])[C:31]([C:30]1[C:26]([CH:25]([F:35])[F:24])=[N:27][N:28]([CH3:34])[CH:29]=1)=[O:32]. The yield is 0.570. (3) The reactants are [O:1]=[C:2]1[N:10]([CH2:11][CH2:12][CH3:13])[C:9]2[N:8]=[C:7]([C:14]34[CH2:21][C:18]([CH:22]=[CH:23][C:24]([OH:26])=[O:25])([CH2:19][CH2:20]3)[CH2:17][CH2:16][CH2:15]4)[NH:6][C:5]=2[C:4](=[O:27])[N:3]1[CH2:28][CH2:29][CH3:30]. The catalyst is CO.[Pd]. The product is [O:1]=[C:2]1[N:10]([CH2:11][CH2:12][CH3:13])[C:9]2[N:8]=[C:7]([C:14]34[CH2:21][C:18]([CH2:22][CH2:23][C:24]([OH:26])=[O:25])([CH2:19][CH2:20]3)[CH2:17][CH2:16][CH2:15]4)[NH:6][C:5]=2[C:4](=[O:27])[N:3]1[CH2:28][CH2:29][CH3:30]. The yield is 0.790. (4) The reactants are [O:1]1[C:5]2[CH:6]=[C:7]([C@@H:10]([O:14][C:15]3[CH:16]=[C:17]4[C:21](=[CH:22][CH:23]=3)[N:20]([C:24]3[CH:29]=[CH:28][C:27]([F:30])=[CH:26][CH:25]=3)[N:19]=[CH:18]4)[C@@H:11]([NH2:13])[CH3:12])[CH:8]=[CH:9][C:4]=2[CH2:3][CH2:2]1.CCN(C(C)C)C(C)C.[F:40][C:41]([F:52])([F:51])[C:42](O[C:42](=[O:43])[C:41]([F:52])([F:51])[F:40])=[O:43]. The catalyst is C1COCC1. The product is [O:1]1[C:5]2[CH:6]=[C:7]([C@@H:10]([O:14][C:15]3[CH:16]=[C:17]4[C:21](=[CH:22][CH:23]=3)[N:20]([C:24]3[CH:25]=[CH:26][C:27]([F:30])=[CH:28][CH:29]=3)[N:19]=[CH:18]4)[C@@H:11]([NH:13][C:42](=[O:43])[C:41]([F:52])([F:51])[F:40])[CH3:12])[CH:8]=[CH:9][C:4]=2[CH2:3][CH2:2]1. The yield is 0.730. (5) The reactants are [C:1]([O:5][C:6]([N:8]1[CH2:11][C:10](=[CH:12][C:13]2[N:14]([CH3:29])[C:15]3[C:20]([N:21]=2)=[C:19]([N:22]2[CH2:27][CH2:26][O:25][CH2:24][CH2:23]2)[N:18]=[C:17](Cl)[N:16]=3)[CH2:9]1)=[O:7])([CH3:4])([CH3:3])[CH3:2].[CH:30]([C:33]1[NH:34][C:35]2[CH:41]=[CH:40][CH:39]=[CH:38][C:36]=2[N:37]=1)([CH3:32])[CH3:31].CC(C1C=C(C(C)C)C(C2C=CC=CC=2P(C2CCCCC2)C2CCCCC2)=C(C(C)C)C=1)C.C([O-])([O-])=O.[Cs+].[Cs+]. The catalyst is C1(C)C=CC=CC=1.C1C=CC(/C=C/C(/C=C/C2C=CC=CC=2)=O)=CC=1.C1C=CC(/C=C/C(/C=C/C2C=CC=CC=2)=O)=CC=1.C1C=CC(/C=C/C(/C=C/C2C=CC=CC=2)=O)=CC=1.[Pd].[Pd]. The product is [C:1]([O:5][C:6]([N:8]1[CH2:11][C:10](=[CH:12][C:13]2[N:14]([CH3:29])[C:15]3[C:20]([N:21]=2)=[C:19]([N:22]2[CH2:27][CH2:26][O:25][CH2:24][CH2:23]2)[N:18]=[C:17]([N:34]2[C:35]4[CH:41]=[CH:40][CH:39]=[CH:38][C:36]=4[N:37]=[C:33]2[CH:30]([CH3:32])[CH3:31])[N:16]=3)[CH2:9]1)=[O:7])([CH3:4])([CH3:3])[CH3:2]. The yield is 0.990. (6) The reactants are [CH3:1][C:2]1([CH3:16])[C:6]([CH3:8])([CH3:7])[O:5][B:4]([C:9]2[CH:15]=[CH:14][C:12]([NH2:13])=[CH:11][CH:10]=2)[O:3]1.O=C(Cl)[O:19][C:20](Cl)(Cl)Cl.C(N(CC)CC)C.[N:32]1[CH:37]=[CH:36][CH:35]=[C:34]([CH2:38][NH2:39])[CH:33]=1. The catalyst is C(Cl)Cl. The product is [N:32]1[CH:37]=[CH:36][CH:35]=[C:34]([CH2:38][NH:39][C:20]([NH:13][C:12]2[CH:14]=[CH:15][C:9]([B:4]3[O:3][C:2]([CH3:16])([CH3:1])[C:6]([CH3:7])([CH3:8])[O:5]3)=[CH:10][CH:11]=2)=[O:19])[CH:33]=1. The yield is 0.890. (7) The reactants are [F:1][C:2]([F:13])([F:12])[C:3]1[CH:8]=[CH:7][C:6]([N:9]=[C:10]=S)=[CH:5][CH:4]=1.[CH3:14][NH:15][C:16]1[CH:30]=[CH:29][C:19]([O:20][C:21]2[CH:26]=[CH:25][N:24]=[C:23]([C:27]#[N:28])[CH:22]=2)=[CH:18][C:17]=1[NH2:31].CCN(C(C)C)C(C)C.[Cl-].ClC1N(C)CC[NH+]1C. The catalyst is CC#N.O. The product is [CH3:14][N:15]1[C:16]2[CH:30]=[CH:29][C:19]([O:20][C:21]3[CH:26]=[CH:25][N:24]=[C:23]([C:27]#[N:28])[CH:22]=3)=[CH:18][C:17]=2[N:31]=[C:10]1[NH:9][C:6]1[CH:7]=[CH:8][C:3]([C:2]([F:13])([F:12])[F:1])=[CH:4][CH:5]=1. The yield is 0.780. (8) The reactants are C[O:2][C:3](=[O:44])[CH2:4][C@H:5]([OH:43])[CH2:6][C@H:7]([OH:42])[CH:8]=[CH:9][C:10]1[N:11]([CH:39]([CH3:41])[CH3:40])[C:12]([C:28](=[O:38])[NH:29][C:30]2[CH:35]=[CH:34][CH:33]=[C:32]([C:36]#[N:37])[CH:31]=2)=[C:13]([C:22]2[CH:27]=[CH:26][CH:25]=[CH:24][CH:23]=2)[C:14]=1[C:15]1[CH:20]=[CH:19][C:18]([F:21])=[CH:17][CH:16]=1.C(O)C.O.[OH-].[Na+:50]. The catalyst is CO.C(Cl)Cl. The product is [Na+:50].[C:36]([C:32]1[CH:31]=[C:30]([NH:29][C:28]([C:12]2[N:11]([CH:39]([CH3:41])[CH3:40])[C:10]([CH:9]=[CH:8][C@@H:7]([OH:42])[CH2:6][C@@H:5]([OH:43])[CH2:4][C:3]([O-:44])=[O:2])=[C:14]([C:15]3[CH:20]=[CH:19][C:18]([F:21])=[CH:17][CH:16]=3)[C:13]=2[C:22]2[CH:27]=[CH:26][CH:25]=[CH:24][CH:23]=2)=[O:38])[CH:35]=[CH:34][CH:33]=1)#[N:37]. The yield is 0.990. (9) The reactants are [CH2:1]([C:8]1[CH:13]=[CH:12][C:11]([CH2:14][CH2:15][N+:16]([O-:18])=O)=[CH:10][N:9]=1)[C:2]1[CH:7]=[CH:6][CH:5]=[CH:4][CH:3]=1.CO.C[O-].[Li+].C(Cl)[Cl:25]. The catalyst is O1CCCC1.[Ti](Cl)(Cl)(Cl)Cl. The product is [CH2:1]([C:8]1[N:9]=[CH:10][C:11]([CH2:14][C:15]([Cl:25])=[N:16][OH:18])=[CH:12][CH:13]=1)[C:2]1[CH:7]=[CH:6][CH:5]=[CH:4][CH:3]=1. The yield is 0.630.